Dataset: Full USPTO retrosynthesis dataset with 1.9M reactions from patents (1976-2016). Task: Predict the reactants needed to synthesize the given product. (1) The reactants are: [H-].[Na+].[CH3:3][C:4]1[N:8]2[C:9]3[CH:15]=[C:14]([CH3:16])[NH:13][C:10]=3[CH:11]=[CH:12][C:7]2=[N:6][N:5]=1.Br[CH:18]([C:23]1[CH:28]=[CH:27][CH:26]=[CH:25][CH:24]=1)[CH2:19][CH2:20][CH2:21][CH3:22]. Given the product [CH3:3][C:4]1[N:8]2[C:9]3[CH:15]=[C:14]([CH3:16])[N:13]([CH:18]([C:23]4[CH:24]=[CH:25][CH:26]=[CH:27][CH:28]=4)[CH2:19][CH2:20][CH2:21][CH3:22])[C:10]=3[CH:11]=[CH:12][C:7]2=[N:6][N:5]=1, predict the reactants needed to synthesize it. (2) Given the product [Cl:1][C:2]1[CH:7]=[CH:6][CH:5]=[CH:4][C:3]=1[C:19]1[CH:27]=[C:26]2[C:22]([C:23]([NH:36][C:37](=[O:41])[CH2:38][CH2:39][CH3:40])=[N:24][N:25]2[CH2:28][O:29][CH2:30][CH2:31][Si:32]([CH3:35])([CH3:33])[CH3:34])=[CH:21][CH:20]=1, predict the reactants needed to synthesize it. The reactants are: [Cl:1][C:2]1[CH:7]=[CH:6][CH:5]=[CH:4][C:3]=1B(O)O.O.C(=O)([O-])[O-].[Na+].[Na+].Br[C:19]1[CH:27]=[C:26]2[C:22]([C:23]([NH:36][C:37](=[O:41])[CH2:38][CH2:39][CH3:40])=[N:24][N:25]2[CH2:28][O:29][CH2:30][CH2:31][Si:32]([CH3:35])([CH3:34])[CH3:33])=[CH:21][CH:20]=1. (3) Given the product [CH3:24][N:22]1[CH:23]=[C:19]([N:14]2[CH:15]=[CH:16][C:17](=[O:18])[C:12]([CH2:11][C:10]3[CH:25]=[CH:26][CH:27]=[C:8]([N:7]4[CH2:33][CH2:32][O:31][C:29]4=[O:30])[CH:9]=3)=[N:13]2)[CH:20]=[N:21]1, predict the reactants needed to synthesize it. The reactants are: C([O-])([O-])=O.[K+].[K+].[NH2:7][C:8]1[CH:9]=[C:10]([CH:25]=[CH:26][CH:27]=1)[CH2:11][C:12]1[C:17](=[O:18])[CH:16]=[CH:15][N:14]([C:19]2[CH:20]=[N:21][N:22]([CH3:24])[CH:23]=2)[N:13]=1.Cl[C:29]([O:31][CH2:32][CH2:33]Cl)=[O:30]. (4) The reactants are: Cl[C:2]1[N:7]=[C:6]([Cl:8])[N:5]=[C:4]([Cl:9])[N:3]=1.[Br:10][C:11]1[CH:17]=[C:16]([CH3:18])[C:14]([NH2:15])=[C:13]([CH3:19])[CH:12]=1. Given the product [Br:10][C:11]1[CH:17]=[C:16]([CH3:18])[C:14]([NH:15][C:2]2[N:7]=[C:6]([Cl:8])[N:5]=[C:4]([Cl:9])[N:3]=2)=[C:13]([CH3:19])[CH:12]=1, predict the reactants needed to synthesize it. (5) The reactants are: [O:1]1[CH:5]=[CH:4][CH:3]=[C:2]1[C:6](=[NH:29])[NH:7][C:8]1[CH:9]=[CH:10][C:11]2[N:16]([CH2:17][CH2:18][N:19](C)[C:20](=O)OC(C)(C)C)[CH2:15][CH2:14][S:13][C:12]=2[CH:28]=1.FC(F)(F)C(O)=O. Given the product [CH3:20][NH:19][CH2:18][CH2:17][N:16]1[CH2:15][CH2:14][S:13][C:12]2[CH:28]=[C:8]([NH:7][C:6]([C:2]3[O:1][CH:5]=[CH:4][CH:3]=3)=[NH:29])[CH:9]=[CH:10][C:11]1=2, predict the reactants needed to synthesize it. (6) Given the product [CH2:1]([O:8][C:9]1[C:10]([F:33])=[C:11]([C:16]([C:18]2[C:26]3[C:21](=[N:22][CH:23]=[C:24]([C:27]4[CH:28]=[N:29][CH:30]=[CH:31][CH:32]=4)[CH:25]=3)[NH:20][CH:19]=2)=[O:17])[C:12]([F:15])=[CH:13][CH:14]=1)[C:2]1[CH:7]=[CH:6][CH:5]=[CH:4][CH:3]=1, predict the reactants needed to synthesize it. The reactants are: [CH2:1]([O:8][C:9]1[C:10]([F:33])=[C:11]([CH:16]([C:18]2[C:26]3[C:21](=[N:22][CH:23]=[C:24]([C:27]4[CH:28]=[N:29][CH:30]=[CH:31][CH:32]=4)[CH:25]=3)[NH:20][CH:19]=2)[OH:17])[C:12]([F:15])=[CH:13][CH:14]=1)[C:2]1[CH:7]=[CH:6][CH:5]=[CH:4][CH:3]=1.CC(OI1(OC(C)=O)(OC(C)=O)OC(=O)C2C=CC=CC1=2)=O. (7) Given the product [Cl:28][C:29]1[CH:36]=[N:35][CH:34]=[C:33]([Cl:37])[C:30]=1[C:31]1[N:13]([OH:14])[C:10]2[C:9]3[CH:15]=[N:16][CH:17]=[CH:18][C:8]=3[NH:7][C:6]3[N:1]=[CH:2][CH:3]=[CH:4][C:5]=3[C:11]=2[N:23]=1, predict the reactants needed to synthesize it. The reactants are: [N:1]1[C:6]2[NH:7][C:8]3[CH:18]=[CH:17][N:16]=[CH:15][C:9]=3[C:10](=[N:13][OH:14])[C:11](=O)[C:5]=2[CH:4]=[CH:3][CH:2]=1.C([O-])(=O)C.[NH4+:23].C(O)(=O)C.[Cl:28][C:29]1[CH:36]=[N:35][CH:34]=[C:33]([Cl:37])[C:30]=1[CH:31]=O. (8) Given the product [CH2:1]([O:8][C:9]1[CH:14]=[CH:13][C:12]([I:27])=[CH:11][C:10]=1[C:16]1[O:17][C:18]2[CH:24]=[CH:23][C:22]([CH3:25])=[CH:21][C:19]=2[N:20]=1)[C:2]1[CH:7]=[CH:6][CH:5]=[CH:4][CH:3]=1, predict the reactants needed to synthesize it. The reactants are: [CH2:1]([O:8][C:9]1[CH:14]=[CH:13][C:12](Br)=[CH:11][C:10]=1[C:16]1[O:17][C:18]2[CH:24]=[CH:23][C:22]([CH3:25])=[CH:21][C:19]=2[N:20]=1)[C:2]1[CH:7]=[CH:6][CH:5]=[CH:4][CH:3]=1.[Na+].[I-:27].CNCCNC. (9) The reactants are: [Cl:1][C:2]1[N:7]=[CH:6][C:5]([OH:8])=[CH:4][C:3]=1[F:9].O[CH2:11][C@@H:12]([NH:14][C:15](=[O:21])[O:16][C:17]([CH3:20])([CH3:19])[CH3:18])[CH3:13].C1(P(C2C=CC=CC=2)C2C=CC=CC=2)C=CC=CC=1.N(C(OC(C)C)=O)=NC(OC(C)C)=O. Given the product [Cl:1][C:2]1[N:7]=[CH:6][C:5]([O:8][CH2:13][C@@H:12]([NH:14][C:15](=[O:21])[O:16][C:17]([CH3:18])([CH3:20])[CH3:19])[CH3:11])=[CH:4][C:3]=1[F:9], predict the reactants needed to synthesize it.